From a dataset of Forward reaction prediction with 1.9M reactions from USPTO patents (1976-2016). Predict the product of the given reaction. (1) Given the reactants Cl.Cl[C:3]1[N:16]2[C:7](=[N:8][C:9]3[C:14]([C:15]2=[O:17])=[C:13]([F:18])[CH:12]=[CH:11][CH:10]=3)[C:6]2[CH:19]=[CH:20][N:21](S(C3C=CC(C)=CC=3)(=O)=O)[C:5]=2[N:4]=1.[NH2:32][C:33]1[CH:42]=[C:41]2[C:36]([C:37]([CH3:45])([CH3:44])[CH2:38][C:39](=[O:43])[NH:40]2)=[CH:35][C:34]=1[O:46][CH3:47].[CH3:48][NH2:49].C[O-].[Na+], predict the reaction product. The product is: [CH3:45][C:37]1([CH3:44])[C:36]2[C:41](=[CH:42][C:33]([NH:32][C:3]3[NH:4][C:5]4=[N:21][CH:20]=[CH:19][C:6]4=[C:7]([NH:8][C:9]4[CH:10]=[CH:11][CH:12]=[C:13]([F:18])[C:14]=4[C:15]([NH:49][CH3:48])=[O:17])[N:16]=3)=[C:34]([O:46][CH3:47])[CH:35]=2)[NH:40][C:39](=[O:43])[CH2:38]1. (2) Given the reactants CC1C=C(N2CCN(CCOC3C=CC=CC=3)C2=O)SC=1C(O)=O.[F:25][C:26]1[CH:47]=[CH:46][C:29]([CH2:30][N:31]2[CH2:35][CH2:34][N:33]([C:36]3[S:40][C:39]([C:41]([OH:43])=O)=[C:38]([CH3:44])[CH:37]=3)[C:32]2=[O:45])=[CH:28][CH:27]=1.[CH3:48][N:49]1[CH:53]=[C:52]([CH2:54][NH2:55])[CH:51]=[N:50]1, predict the reaction product. The product is: [F:25][C:26]1[CH:47]=[CH:46][C:29]([CH2:30][N:31]2[CH2:35][CH2:34][N:33]([C:36]3[S:40][C:39]([C:41]([NH:55][CH2:54][C:52]4[CH:51]=[N:50][N:49]([CH3:48])[CH:53]=4)=[O:43])=[C:38]([CH3:44])[CH:37]=3)[C:32]2=[O:45])=[CH:28][CH:27]=1. (3) Given the reactants [CH2:1]([C:3]1[C:4]([OH:16])=[C:5](C(OCC)=O)[C:6](=[O:10])[NH:7][C:8]=1[CH3:9])[CH3:2].C([O-])(O)=O.[Na+], predict the reaction product. The product is: [CH2:1]([C:3]1[C:4]([OH:16])=[CH:5][C:6](=[O:10])[NH:7][C:8]=1[CH3:9])[CH3:2].